Dataset: Forward reaction prediction with 1.9M reactions from USPTO patents (1976-2016). Task: Predict the product of the given reaction. (1) Given the reactants [C:1]1([NH2:8])[C:2]([NH2:7])=[CH:3][CH:4]=[CH:5][CH:6]=1.[O:9]1[C:13]2[CH:14]=[CH:15][CH:16]=[CH:17][C:12]=2[CH:11]=[C:10]1[S:18](Cl)(=[O:20])=[O:19], predict the reaction product. The product is: [O:9]1[C:13]2[CH:14]=[CH:15][CH:16]=[CH:17][C:12]=2[CH:11]=[C:10]1[S:18]([NH:7][C:2]1[CH:3]=[CH:4][CH:5]=[CH:6][C:1]=1[NH:8][S:18]([C:10]1[O:9][C:13]2[CH:14]=[CH:15][CH:16]=[CH:17][C:12]=2[CH:11]=1)(=[O:19])=[O:20])(=[O:20])=[O:19]. (2) Given the reactants [Br:1][C:2]1[CH:3]=[C:4]([S:8]([OH:11])(=O)=[O:9])[CH:5]=[N:6][CH:7]=1.P(Cl)(Cl)(Cl)(Cl)[Cl:13].P(Cl)(Cl)(Cl)=O.C([O-])(O)=O.[Na+].[Na+].[Cl-], predict the reaction product. The product is: [Br:1][C:2]1[CH:3]=[C:4]([S:8]([Cl:13])(=[O:11])=[O:9])[CH:5]=[N:6][CH:7]=1. (3) The product is: [CH:14]([N:13]([C@H:11]1[CH2:10][C@H:9]([C:7]2[S:8][C:4]3[CH:3]=[C:2]([C:26]4[CH:27]=[N:28][C:23]([O:22][CH3:21])=[CH:24][CH:25]=4)[CH:20]=[CH:19][C:5]=3[N:6]=2)[CH2:12]1)[CH3:17])([CH3:18])[CH3:15]. Given the reactants Br[C:2]1[CH:20]=[CH:19][C:5]2[N:6]=[C:7]([C@H:9]3[CH2:12][C@H:11]([N:13]4[CH2:17]C[CH2:15][C@H:14]4[CH3:18])[CH2:10]3)[S:8][C:4]=2[CH:3]=1.[CH3:21][O:22][C:23]1[N:28]=[CH:27][C:26](B(O)O)=[CH:25][CH:24]=1.N1C=C(B(O)O)C=NC=1, predict the reaction product.